From a dataset of Forward reaction prediction with 1.9M reactions from USPTO patents (1976-2016). Predict the product of the given reaction. (1) Given the reactants [Cl:1][C:2]1[CH:7]=[CH:6][C:5]([C:8]2[CH:13]=[CH:12][N:11]=[CH:10][CH:9]=2)=[CH:4][C:3]=1[CH:14]([C:16]1[CH:17]=[N:18][C:19]([NH:22][C:23]2[CH:28]=[CH:27][C:26]([F:29])=[CH:25][C:24]=2[F:30])=[CH:20][CH:21]=1)[OH:15].CC(C)=O.OS(O)(=O)=O.O=[Cr](=O)=O.C([O-])([O-])=O.[Na+].[Na+], predict the reaction product. The product is: [Cl:1][C:2]1[CH:7]=[CH:6][C:5]([C:8]2[CH:9]=[CH:10][N:11]=[CH:12][CH:13]=2)=[CH:4][C:3]=1[C:14]([C:16]1[CH:17]=[N:18][C:19]([NH:22][C:23]2[CH:28]=[CH:27][C:26]([F:29])=[CH:25][C:24]=2[F:30])=[CH:20][CH:21]=1)=[O:15]. (2) Given the reactants [CH3:1][C:2]1([CH3:19])[O:6][C@H:5]([CH2:7][O:8][C:9]2[CH:14]=[CH:13][C:12]([CH2:15][CH2:16][CH2:17][OH:18])=[CH:11][CH:10]=2)[CH2:4][O:3]1.C(N(CC)CC)C.[CH3:27][S:28](Cl)(=[O:30])=[O:29], predict the reaction product. The product is: [CH3:1][C:2]1([CH3:19])[O:6][C@H:5]([CH2:7][O:8][C:9]2[CH:14]=[CH:13][C:12]([CH2:15][CH2:16][CH2:17][O:18][S:28]([CH3:27])(=[O:30])=[O:29])=[CH:11][CH:10]=2)[CH2:4][O:3]1. (3) Given the reactants [CH3:1][O:2][C:3]1[CH:4]=[C:5]2[C:10](=[CH:11][CH:12]=1)[C:9](=[O:13])[N:8]([CH3:14])[C:7]([CH:15]1[CH2:20][CH2:19][CH2:18][NH:17][CH2:16]1)=[C:6]2[C:21]1[CH:26]=[CH:25][CH:24]=[CH:23][CH:22]=1.C(N(CC)C(C)C)(C)C.[C:36](Cl)(=[O:43])[C:37]1[CH:42]=[CH:41][CH:40]=[CH:39][CH:38]=1.C(=O)(O)[O-].[Na+], predict the reaction product. The product is: [C:36]([N:17]1[CH2:18][CH2:19][CH2:20][CH:15]([C:7]2[N:8]([CH3:14])[C:9](=[O:13])[C:10]3[C:5]([C:6]=2[C:21]2[CH:22]=[CH:23][CH:24]=[CH:25][CH:26]=2)=[CH:4][C:3]([O:2][CH3:1])=[CH:12][CH:11]=3)[CH2:16]1)(=[O:43])[C:37]1[CH:42]=[CH:41][CH:40]=[CH:39][CH:38]=1. (4) The product is: [F:1][C:2]1[C:7]([OH:8])=[C:6]([F:10])[CH:5]=[CH:4][C:3]=1[CH:11]([NH:26][C:27]1[CH:36]=[CH:35][CH:34]=[C:33]2[C:28]=1[CH:29]=[CH:30][C:31]([CH3:37])=[N:32]2)[C:12]([CH2:18][S:19][C:20]1[N:21]([CH3:25])[CH:22]=[CH:23][N:24]=1)([C:14]([F:17])([F:16])[F:15])[OH:13]. Given the reactants [F:1][C:2]1[C:7]([O:8]C)=[C:6]([F:10])[CH:5]=[CH:4][C:3]=1[CH:11]([NH:26][C:27]1[CH:36]=[CH:35][CH:34]=[C:33]2[C:28]=1[CH:29]=[CH:30][C:31]([CH3:37])=[N:32]2)[C:12]([CH2:18][S:19][C:20]1[N:21]([CH3:25])[CH:22]=[CH:23][N:24]=1)([C:14]([F:17])([F:16])[F:15])[OH:13].B(Br)(Br)Br, predict the reaction product. (5) Given the reactants [C:1]([NH2:10])(=[O:9])[C:2]1[C:3](=[CH:5][CH:6]=[CH:7][CH:8]=1)[NH2:4].C(=O)([O-])[O-].[K+].[K+].[C:17](Cl)(=O)[C:18]1[C:19]([O:24][CH3:25])=[CH:20][CH:21]=[CH:22][CH:23]=1, predict the reaction product. The product is: [CH3:25][O:24][C:19]1[CH:20]=[CH:21][CH:22]=[CH:23][C:18]=1[C:17]1[N:10]=[C:1]([OH:9])[C:2]2[C:3](=[CH:5][CH:6]=[CH:7][CH:8]=2)[N:4]=1. (6) Given the reactants BrC1C([C@@H](NC(=O)OC(C)(C)C)CC2C=C(F)C=C(F)C=2)=NC=C([C:8]#[C:9][C:10]([OH:13])([CH3:12])[CH3:11])C=1.[NH2:32][C:33]1[CH:34]=[C:35]([Br:58])[C:36]([C@@H:40]([NH:50][C:51](=[O:57])[O:52][C:53]([CH3:56])([CH3:55])[CH3:54])[CH2:41][C:42]2[CH:47]=[C:46]([F:48])[CH:45]=[C:44]([F:49])[CH:43]=2)=[N:37][C:38]=1Br, predict the reaction product. The product is: [NH2:32][C:33]1[CH:34]=[C:35]([Br:58])[C:36]([C@@H:40]([NH:50][C:51](=[O:57])[O:52][C:53]([CH3:56])([CH3:55])[CH3:54])[CH2:41][C:42]2[CH:47]=[C:46]([F:48])[CH:45]=[C:44]([F:49])[CH:43]=2)=[N:37][C:38]=1[C:8]#[C:9][C:10]([OH:13])([CH3:12])[CH3:11]. (7) Given the reactants [C:1]([O:5][C:6]([NH:8][CH2:9][CH2:10][CH2:11][NH:12][C:13]1[CH:14]=[C:15]([CH:20]=[CH:21][C:22]=1[N+:23]([O-])=O)[C:16]([O:18][CH3:19])=[O:17])=[O:7])([CH3:4])([CH3:3])[CH3:2], predict the reaction product. The product is: [NH2:23][C:22]1[CH:21]=[CH:20][C:15]([C:16]([O:18][CH3:19])=[O:17])=[CH:14][C:13]=1[NH:12][CH2:11][CH2:10][CH2:9][NH:8][C:6]([O:5][C:1]([CH3:4])([CH3:3])[CH3:2])=[O:7]. (8) The product is: [CH3:12][C:4]1[C:3]([CH3:13])=[C:2]([O:1][CH2:17][C:18]#[C:19][CH2:20][CH3:21])[C:9]([CH3:10])=[C:8]([CH3:11])[C:5]=1[CH:6]=[O:7]. Given the reactants [OH:1][C:2]1[C:9]([CH3:10])=[C:8]([CH3:11])[C:5]([CH:6]=[O:7])=[C:4]([CH3:12])[C:3]=1[CH3:13].[H-].[Na+].Br[CH2:17][C:18]#[C:19][CH2:20][CH3:21].Cl, predict the reaction product. (9) Given the reactants S1C2C=CC=CC=2N=[C:2]1[NH:10][C@H:11]1[CH2:15][CH2:14][CH2:13][C@@H:12]1[NH:16][C:17](=[O:28])[C:18]1[C:23]([O:24][CH3:25])=[CH:22][CH:21]=[CH:20][C:19]=1[O:26][CH3:27].COC1C=CC=C(OC)C=1C(N[C@H]1CCC[C@@H]1NC)=O.Cl[C:50]1[S:51][C:52]2[CH:58]=[C:57]([F:59])[CH:56]=[CH:55][C:53]=2[N:54]=1, predict the reaction product. The product is: [F:59][C:57]1[CH:56]=[CH:55][C:53]2[N:54]=[C:50]([N:10]([CH3:2])[C@H:11]3[CH2:15][CH2:14][CH2:13][C@@H:12]3[NH:16][C:17](=[O:28])[C:18]3[C:19]([O:26][CH3:27])=[CH:20][CH:21]=[CH:22][C:23]=3[O:24][CH3:25])[S:51][C:52]=2[CH:58]=1. (10) Given the reactants C([Mg]Cl)=C.[Cl:5][CH2:6][CH2:7][CH2:8][Si:9]([CH3:12])(C)Cl.O1C[CH2:16][CH2:15][CH2:14]1, predict the reaction product. The product is: [Cl:5][CH2:6][CH2:7][CH2:8][SiH2:9][CH:12]=[C:15]([CH3:16])[CH3:14].